This data is from NCI-60 drug combinations with 297,098 pairs across 59 cell lines. The task is: Regression. Given two drug SMILES strings and cell line genomic features, predict the synergy score measuring deviation from expected non-interaction effect. (1) Drug 1: CS(=O)(=O)CCNCC1=CC=C(O1)C2=CC3=C(C=C2)N=CN=C3NC4=CC(=C(C=C4)OCC5=CC(=CC=C5)F)Cl. Drug 2: CC1CCCC2(C(O2)CC(NC(=O)CC(C(C(=O)C(C1O)C)(C)C)O)C(=CC3=CSC(=N3)C)C)C. Cell line: HOP-92. Synergy scores: CSS=24.3, Synergy_ZIP=-6.75, Synergy_Bliss=-0.264, Synergy_Loewe=3.23, Synergy_HSA=4.42. (2) Drug 2: CC1=CC2C(CCC3(C2CCC3(C(=O)C)OC(=O)C)C)C4(C1=CC(=O)CC4)C. Drug 1: CC1OCC2C(O1)C(C(C(O2)OC3C4COC(=O)C4C(C5=CC6=C(C=C35)OCO6)C7=CC(=C(C(=C7)OC)O)OC)O)O. Synergy scores: CSS=67.4, Synergy_ZIP=12.0, Synergy_Bliss=16.5, Synergy_Loewe=-20.6, Synergy_HSA=17.1. Cell line: ACHN. (3) Drug 1: CCN(CC)CCCC(C)NC1=C2C=C(C=CC2=NC3=C1C=CC(=C3)Cl)OC. Drug 2: C(CCl)NC(=O)N(CCCl)N=O. Cell line: SNB-19. Synergy scores: CSS=27.3, Synergy_ZIP=1.76, Synergy_Bliss=5.40, Synergy_Loewe=1.97, Synergy_HSA=2.63. (4) Drug 1: C1=CN(C=N1)CC(O)(P(=O)(O)O)P(=O)(O)O. Drug 2: CN1C2=C(C=C(C=C2)N(CCCl)CCCl)N=C1CCCC(=O)O.Cl. Cell line: A498. Synergy scores: CSS=0.707, Synergy_ZIP=-0.945, Synergy_Bliss=-3.18, Synergy_Loewe=-0.816, Synergy_HSA=-3.08. (5) Drug 1: C1=NC2=C(N=C(N=C2N1C3C(C(C(O3)CO)O)F)Cl)N. Drug 2: C(CN)CNCCSP(=O)(O)O. Cell line: CAKI-1. Synergy scores: CSS=16.0, Synergy_ZIP=-7.24, Synergy_Bliss=-0.627, Synergy_Loewe=-30.1, Synergy_HSA=-1.65. (6) Drug 1: C1CCC(C1)C(CC#N)N2C=C(C=N2)C3=C4C=CNC4=NC=N3. Drug 2: CC1C(C(CC(O1)OC2CC(CC3=C2C(=C4C(=C3O)C(=O)C5=CC=CC=C5C4=O)O)(C(=O)C)O)N)O. Cell line: OVCAR3. Synergy scores: CSS=34.9, Synergy_ZIP=4.52, Synergy_Bliss=4.68, Synergy_Loewe=-44.1, Synergy_HSA=0.895. (7) Drug 1: C1=NC2=C(N1)C(=S)N=CN2. Drug 2: COCCOC1=C(C=C2C(=C1)C(=NC=N2)NC3=CC=CC(=C3)C#C)OCCOC.Cl. Cell line: OVCAR-5. Synergy scores: CSS=34.6, Synergy_ZIP=-2.07, Synergy_Bliss=4.46, Synergy_Loewe=-8.37, Synergy_HSA=2.47.